This data is from Full USPTO retrosynthesis dataset with 1.9M reactions from patents (1976-2016). The task is: Predict the reactants needed to synthesize the given product. The reactants are: Cl[C:2]1[C:3]([F:22])=[CH:4][N:5]2[C:10]([C:11]=1[CH3:12])=[C:9]([CH:13]1[CH2:15][CH2:14]1)[CH:8]=[C:7]([C:16]([O:18][CH2:19][CH3:20])=[O:17])[C:6]2=[O:21].CC1(C)C(C)(C)OB([C:31]2[CH:32]=[CH:33][C:34]([NH2:37])=[N:35][CH:36]=2)O1. Given the product [NH2:37][C:34]1[N:35]=[CH:36][C:31]([C:2]2[C:3]([F:22])=[CH:4][N:5]3[C:10]([C:11]=2[CH3:12])=[C:9]([CH:13]2[CH2:15][CH2:14]2)[CH:8]=[C:7]([C:16]([O:18][CH2:19][CH3:20])=[O:17])[C:6]3=[O:21])=[CH:32][CH:33]=1.[NH2:37][C:34]1[N:35]=[CH:36][C:31]([C:2]2[C:3]([F:22])=[CH:4][N:5]3[C:10]([C:11]=2[CH3:12])=[C:9]([CH:13]2[CH2:15][CH2:14]2)[CH:8]=[C:7]([C:16]([O:18][CH3:19])=[O:17])[C:6]3=[O:21])=[CH:32][CH:33]=1, predict the reactants needed to synthesize it.